From a dataset of Forward reaction prediction with 1.9M reactions from USPTO patents (1976-2016). Predict the product of the given reaction. (1) Given the reactants C([O:8][C:9]1[CH:10]=[C:11]([C:23]2[O:24][C:25]3[C:30]([C:31](=[O:43])[C:32]=2[O:33][CH2:34][P:35](=[O:42])([O:39][CH2:40][CH3:41])[O:36][CH2:37][CH3:38])=[CH:29][CH:28]=[CH:27][CH:26]=3)[CH:12]=[CH:13][C:14]=1[O:15]CC1C=CC=CC=1)C1C=CC=CC=1.[H][H], predict the reaction product. The product is: [OH:8][C:9]1[CH:10]=[C:11]([C:23]2[O:24][C:25]3[C:30]([C:31](=[O:43])[C:32]=2[O:33][CH2:34][P:35](=[O:42])([O:39][CH2:40][CH3:41])[O:36][CH2:37][CH3:38])=[CH:29][CH:28]=[CH:27][CH:26]=3)[CH:12]=[CH:13][C:14]=1[OH:15]. (2) The product is: [C:21]([O:20][C:18]([NH:17][CH:4]([CH2:5][C:6]1[C:11]([CH3:12])=[CH:10][C:9]([C:13](=[O:15])[NH2:14])=[CH:8][C:7]=1[CH3:16])[C:3]([OH:25])=[O:2])=[O:19])([CH3:24])([CH3:23])[CH3:22]. Given the reactants C[O:2][C:3](=[O:25])[CH:4]([NH:17][C:18]([O:20][C:21]([CH3:24])([CH3:23])[CH3:22])=[O:19])[CH2:5][C:6]1[C:11]([CH3:12])=[CH:10][C:9]([C:13](=[O:15])[NH2:14])=[CH:8][C:7]=1[CH3:16].CS(C)=O.OO.C(=O)([O-])[O-].[K+].[K+], predict the reaction product. (3) The product is: [F:42][C:43]([F:48])([F:47])[C:44]([OH:46])=[O:45].[NH2:7][C@H:8]([CH2:31][C:32]1[CH:37]=[C:36]([F:38])[C:35]([F:39])=[CH:34][C:33]=1[F:40])[CH2:9][C:10]([N:12]1[CH2:18][C:17]2[CH:19]=[CH:20][CH:21]=[CH:22][C:16]=2[N:15]([CH2:23][C:24]([NH:25][CH:26]2[CH2:28][CH2:27]2)=[O:29])[C:14](=[O:30])[CH2:13]1)=[O:11]. Given the reactants C(OC(=O)[NH:7][CH:8]([CH2:31][C:32]1[CH:37]=[C:36]([F:38])[C:35]([F:39])=[CH:34][C:33]=1[F:40])[CH2:9][C:10]([N:12]1[CH2:18][C:17]2[CH:19]=[CH:20][CH:21]=[CH:22][C:16]=2[N:15]([CH2:23][C:24](=[O:29])[NH:25][CH:26]2[CH2:28][CH2:27]2)[C:14](=[O:30])[CH2:13]1)=[O:11])(C)(C)C.[F:42][C:43]([F:48])([F:47])[C:44]([OH:46])=[O:45], predict the reaction product. (4) The product is: [CH3:8][C:5]1[CH:6]=[CH:7][C:2]([NH:1][C:20](=[O:21])[C:19]2[CH:23]=[CH:24][CH:25]=[CH:26][C:18]=2[N+:15]([O-:17])=[O:16])=[N:3][CH:4]=1. Given the reactants [NH2:1][C:2]1[CH:7]=[CH:6][C:5]([CH3:8])=[CH:4][N:3]=1.N1C=CC=CC=1.[N+:15]([C:18]1[CH:26]=[CH:25][CH:24]=[CH:23][C:19]=1[C:20](Cl)=[O:21])([O-:17])=[O:16], predict the reaction product. (5) Given the reactants CS([O:5][C:6]1[C:28](=[O:29])[N:10]2[CH2:11][C@@H:12]([O:26][CH3:27])[CH2:13][CH2:14][C@@H:15]([N:16]([C:19](=[O:25])[C:20]([N:22]([CH3:24])[CH3:23])=[O:21])[CH2:17][CH3:18])[C:9]2=[N:8][C:7]=1[C:30]([NH:32][CH2:33][C:34]1[CH:39]=[CH:38][C:37]([F:40])=[CH:36][CH:35]=1)=[O:31])(=O)=O.[OH-].[Na+].Cl, predict the reaction product. The product is: [CH2:17]([N:16]([C@@H:15]1[CH2:14][CH2:13][C@H:12]([O:26][CH3:27])[CH2:11][N:10]2[C:28](=[O:29])[C:6]([OH:5])=[C:7]([C:30]([NH:32][CH2:33][C:34]3[CH:39]=[CH:38][C:37]([F:40])=[CH:36][CH:35]=3)=[O:31])[N:8]=[C:9]12)[C:19](=[O:25])[C:20]([N:22]([CH3:23])[CH3:24])=[O:21])[CH3:18].